Task: Predict the product of the given reaction.. Dataset: Forward reaction prediction with 1.9M reactions from USPTO patents (1976-2016) (1) Given the reactants [Br:1][C:2]1[CH:7]=[CH:6][N:5]=[C:4]2[N:8]([CH3:24])[CH:9]=[C:10]([C:11]3[CH:19]=[C:18]4[C:14]([CH:15]=[CH:16][N:17]4[CH2:20][CH2:21][OH:22])=[CH:13][C:12]=3[F:23])[C:3]=12.C([BH3-])#N.[Na+], predict the reaction product. The product is: [Br:1][C:2]1[CH:7]=[CH:6][N:5]=[C:4]2[N:8]([CH3:24])[CH:9]=[C:10]([C:11]3[CH:19]=[C:18]4[C:14]([CH2:15][CH2:16][N:17]4[CH2:20][CH2:21][OH:22])=[CH:13][C:12]=3[F:23])[C:3]=12. (2) Given the reactants [NH4+:1].[OH-:2].[C:3]([O:7][C:8]([NH:10][C@H:11](C(O)=O)[CH2:12][CH2:13][C:14]1C=CC=CC=1)=[O:9])([CH3:6])([CH3:5])[CH3:4].C(Cl)CCl.[CH:27]1[CH:28]=[CH:29][C:30]2N(O)N=N[C:31]=2[CH:32]=1, predict the reaction product. The product is: [C:3]([O:7][C:8]([NH:10][C:11](=[O:2])[C@H:12]([CH2:13][CH2:14][C:31]1[CH:30]=[CH:29][CH:28]=[CH:27][CH:32]=1)[NH2:1])=[O:9])([CH3:6])([CH3:5])[CH3:4]. (3) Given the reactants Cl[C:2]1[CH:16]=[CH:15][C:5]([O:6][CH2:7][C:8]([O:10][C:11]([CH3:14])([CH3:13])[CH3:12])=[O:9])=[C:4]([CH2:17][OH:18])[CH:3]=1.C(C1C=C(C=CC=1O)[C:24]#[N:25])=O, predict the reaction product. The product is: [C:24]([C:2]1[CH:16]=[CH:15][C:5]([O:6][CH2:7][C:8]([O:10][C:11]([CH3:14])([CH3:13])[CH3:12])=[O:9])=[C:4]([CH:17]=[O:18])[CH:3]=1)#[N:25]. (4) The product is: [C:12]([O:11][C:9]([NH:16][C:17]1[S:21][CH:20]=[N:19][C:18]=1[C:22]([O:24][CH2:25][CH3:26])=[O:23])=[O:10])([CH3:13])([CH3:14])[CH3:15]. Given the reactants [C:9](O[C:9]([O:11][C:12]([CH3:15])([CH3:14])[CH3:13])=[O:10])([O:11][C:12]([CH3:15])([CH3:14])[CH3:13])=[O:10].[NH2:16][C:17]1[S:21][CH:20]=[N:19][C:18]=1[C:22]([O:24][CH2:25][CH3:26])=[O:23], predict the reaction product.